Dataset: Forward reaction prediction with 1.9M reactions from USPTO patents (1976-2016). Task: Predict the product of the given reaction. (1) The product is: [C:12]1([C:15]2[CH:16]=[CH:17][CH:18]=[CH:19][CH:20]=2)[CH:11]=[CH:10][C:9]([CH2:8][C@@H:7]([NH:21][C:22]([C:24]2[S:25][C:26]([C:29](=[O:31])[NH2:30])=[CH:27][CH:28]=2)=[O:23])[CH2:6][C@@H:5]([CH3:32])[C:4]([OH:33])=[O:3])=[CH:14][CH:13]=1. Given the reactants C([O:3][C:4](=[O:33])[C@H:5]([CH3:32])[CH2:6][C@H:7]([NH:21][C:22]([C:24]1[S:25][C:26]([C:29](=[O:31])[NH2:30])=[CH:27][CH:28]=1)=[O:23])[CH2:8][C:9]1[CH:14]=[CH:13][C:12]([C:15]2[CH:20]=[CH:19][CH:18]=[CH:17][CH:16]=2)=[CH:11][CH:10]=1)C.[OH-].[Na+], predict the reaction product. (2) Given the reactants [NH2:1][C:2]([CH3:7])([CH2:5][OH:6])[CH2:3][OH:4].[CH:8](=O)[C:9]1[CH:14]=[CH:13][CH:12]=[CH:11][CH:10]=1, predict the reaction product. The product is: [CH3:7][C:2](/[N:1]=[CH:8]/[C:9]1[CH:14]=[CH:13][CH:12]=[CH:11][CH:10]=1)([CH2:5][OH:6])[CH2:3][OH:4].